Task: Predict the product of the given reaction.. Dataset: Forward reaction prediction with 1.9M reactions from USPTO patents (1976-2016) Given the reactants [C:1]([Si:5]([O:8][CH:9]([CH2:14][CH2:15][C:16]1[CH:21]=[CH:20][C:19]([C:22]([CH2:41][CH3:42])([C:25]2[CH:30]=[CH:29][C:28](B3OC(C)(C)C(C)(C)O3)=[C:27]([CH3:40])[CH:26]=2)[CH2:23][CH3:24])=[CH:18][C:17]=1[CH3:43])[C:10]([CH3:13])([CH3:12])[CH3:11])([CH3:7])[CH3:6])([CH3:4])([CH3:3])[CH3:2].[CH3:44][O:45][C:46](=[O:56])[CH:47]([C:49]1[CH:54]=[CH:53][C:52](Br)=[CH:51][CH:50]=1)[OH:48].P([O-])([O-])([O-])=O.[K+].[K+].[K+], predict the reaction product. The product is: [CH3:44][O:45][C:46](=[O:56])[CH:47]([C:49]1[CH:54]=[CH:53][C:52]([C:28]2[CH:29]=[CH:30][C:25]([C:22]([C:19]3[CH:20]=[CH:21][C:16]([CH2:15][CH2:14][CH:9]([O:8][Si:5]([C:1]([CH3:4])([CH3:3])[CH3:2])([CH3:6])[CH3:7])[C:10]([CH3:13])([CH3:12])[CH3:11])=[C:17]([CH3:43])[CH:18]=3)([CH2:23][CH3:24])[CH2:41][CH3:42])=[CH:26][C:27]=2[CH3:40])=[CH:51][CH:50]=1)[OH:48].